From a dataset of Catalyst prediction with 721,799 reactions and 888 catalyst types from USPTO. Predict which catalyst facilitates the given reaction. (1) Reactant: C([Mg]Cl)(C)C.Br[C:7]1[CH:8]=[CH:9][C:10]([C:13]([F:16])([F:15])[F:14])=[N:11][CH:12]=1.[CH:17]([CH:19]1[CH2:24][CH2:23][N:22]([C:25]([O:27][C:28]([CH3:31])([CH3:30])[CH3:29])=[O:26])[CH2:21][CH2:20]1)=[O:18]. Product: [OH:18][CH:17]([C:7]1[CH:12]=[N:11][C:10]([C:13]([F:16])([F:15])[F:14])=[CH:9][CH:8]=1)[CH:19]1[CH2:24][CH2:23][N:22]([C:25]([O:27][C:28]([CH3:31])([CH3:30])[CH3:29])=[O:26])[CH2:21][CH2:20]1. The catalyst class is: 1. (2) Reactant: [CH3:1][C@H:2]1[CH2:7][NH:6][CH2:5][C@@H:4]([NH:8]C(=O)OC(C)(C)C)[CH2:3]1.FC(F)(F)S(O[C:22]1[C:31]2[C:26](=[CH:27][CH:28]=[C:29]([C:32]3[CH:37]=[CH:36][CH:35]=[C:34]([C:38]4[S:39][CH:40]=[CH:41][N:42]=4)[N:33]=3)[CH:30]=2)[N:25]=[CH:24][CH:23]=1)(=O)=O.CCN(C(C)C)C(C)C. Product: [CH3:1][C@H:2]1[CH2:7][N:6]([C:22]2[C:31]3[C:26](=[CH:27][CH:28]=[C:29]([C:32]4[CH:37]=[CH:36][CH:35]=[C:34]([C:38]5[S:39][CH:40]=[CH:41][N:42]=5)[N:33]=4)[CH:30]=3)[N:25]=[CH:24][CH:23]=2)[CH2:5][C@@H:4]([NH2:8])[CH2:3]1. The catalyst class is: 41.